This data is from Forward reaction prediction with 1.9M reactions from USPTO patents (1976-2016). The task is: Predict the product of the given reaction. (1) Given the reactants Cl[C:2]1[N:7]=[CH:6][C:5]([C:8]2[CH:13]=[CH:12][CH:11]=[C:10]([CH3:14])[N:9]=2)=[CH:4][CH:3]=1.[CH2:15]([N:19]1[C:31]2[CH:30]=[C:29](B3OC(C)(C)C(C)(C)O3)[CH:28]=[C:27]([CH3:41])[C:26]=2[C:25]2[C:20]1=[CH:21][CH:22]=[CH:23][CH:24]=2)[CH:16]([CH3:18])[CH3:17].COCCOC, predict the reaction product. The product is: [CH2:15]([N:19]1[C:31]2[CH:30]=[C:29]([C:2]3[N:7]=[CH:6][C:5]([C:8]4[CH:13]=[CH:12][CH:11]=[C:10]([CH3:14])[N:9]=4)=[CH:4][CH:3]=3)[CH:28]=[C:27]([CH3:41])[C:26]=2[C:25]2[C:20]1=[CH:21][CH:22]=[CH:23][CH:24]=2)[CH:16]([CH3:18])[CH3:17]. (2) The product is: [CH3:16][C:15]([N+:17]([O-:19])=[O:18])([CH3:20])[CH2:14][C:11]1[N:3]2[CH:4]=[C:5]([O:8][CH3:9])[CH:6]=[CH:7][C:2]2=[N:1][CH:12]=1. Given the reactants [NH2:1][C:2]1[CH:7]=[CH:6][C:5]([O:8][CH3:9])=[CH:4][N:3]=1.Br[CH:11]([CH2:14][C:15]([CH3:20])([N+:17]([O-:19])=[O:18])[CH3:16])[CH:12]=O, predict the reaction product. (3) Given the reactants [C:1]1(=[O:7])[CH2:6][CH2:5][CH2:4][CH2:3]C1.[F:8][C:9]1[CH:14]=[CH:13][C:12]([C:15](=[O:17])[CH3:16])=[C:11]([OH:18])[CH:10]=1.OC1C=CC=CC=1C(=O)C.CN1CCC2(CC(N)C3C(=CC=CC=3)O2)CC1, predict the reaction product. The product is: [F:8][C:9]1[CH:10]=[C:11]2[C:12]([C:15](=[O:17])[CH2:16][C:5]3([O:18]2)[CH2:4][CH2:3][O:7][CH2:1][CH2:6]3)=[CH:13][CH:14]=1. (4) Given the reactants [C:1]([N:4]1[CH2:9][CH2:8][CH:7]([C:10]([N:12]2[CH2:17][CH2:16][C@@H:15]([NH:18][CH3:19])[C@H:14]([C:20]3[CH:25]=[CH:24][C:23]([Cl:26])=[C:22]([Cl:27])[CH:21]=3)[CH2:13]2)=[O:11])[CH2:6][CH2:5]1)(=[O:3])[CH3:2].[Cl:28][C:29]1[CH:37]=[CH:36][C:32]([C:33]([OH:35])=O)=[CH:31][C:30]=1[C:38]([F:41])([F:40])[F:39], predict the reaction product. The product is: [C:1]([N:4]1[CH2:5][CH2:6][CH:7]([C:10]([N:12]2[CH2:17][CH2:16][C@@H:15]([N:18]([CH3:19])[C:33](=[O:35])[C:32]3[CH:36]=[CH:37][C:29]([Cl:28])=[C:30]([C:38]([F:41])([F:40])[F:39])[CH:31]=3)[C@H:14]([C:20]3[CH:25]=[CH:24][C:23]([Cl:26])=[C:22]([Cl:27])[CH:21]=3)[CH2:13]2)=[O:11])[CH2:8][CH2:9]1)(=[O:3])[CH3:2].